Dataset: Forward reaction prediction with 1.9M reactions from USPTO patents (1976-2016). Task: Predict the product of the given reaction. (1) The product is: [ClH:14].[F:13][C:7]1[CH:6]=[C:5]([CH:10]=[CH:9][C:8]=1[O:11][CH3:12])[CH2:4][NH2:3]. Given the reactants CO[N:3]=[CH:4][C:5]1[CH:10]=[CH:9][C:8]([O:11][CH3:12])=[C:7]([F:13])[CH:6]=1.[ClH:14], predict the reaction product. (2) The product is: [O:11]=[C:7]1[CH2:8][CH2:9][CH2:10][N:6]1[CH2:5][CH:4]=[O:3]. Given the reactants [H-].C[O:3][C:4](=O)[CH2:5][N:6]1[CH2:10][CH2:9][CH2:8][C:7]1=[O:11], predict the reaction product.